Dataset: Full USPTO retrosynthesis dataset with 1.9M reactions from patents (1976-2016). Task: Predict the reactants needed to synthesize the given product. Given the product [OH:10][CH:9]([C:11]1[CH:12]=[CH:13][C:14]([C:17]#[N:18])=[CH:15][N:16]=1)[CH2:8][N:5]1[CH2:6][CH2:7][C@@H:3]([NH:2][CH2:32][C@H:30]([OH:31])[C:21]2[C:20]([CH3:19])=[C:28]3[C:24](=[CH:23][CH:22]=2)[C:25](=[O:29])[O:26][CH2:27]3)[CH2:4]1, predict the reactants needed to synthesize it. The reactants are: Cl.[NH2:2][C@@H:3]1[CH2:7][CH2:6][N:5]([CH2:8][CH:9]([C:11]2[N:16]=[CH:15][C:14]([C:17]#[N:18])=[CH:13][CH:12]=2)[OH:10])[CH2:4]1.[CH3:19][C:20]1[C:28]2[CH2:27][O:26][C:25](=[O:29])[C:24]=2[CH:23]=[CH:22][C:21]=1[C@@H:30]1[CH2:32][O:31]1.